From a dataset of Full USPTO retrosynthesis dataset with 1.9M reactions from patents (1976-2016). Predict the reactants needed to synthesize the given product. (1) Given the product [Cl:32][C:26]1[CH:27]=[CH:28][C:29]([Cl:31])=[CH:30][C:25]=1[O:24][C:18]1[C:17]([C:15]([N:8]2[C:9]3[C:14](=[CH:13][CH:12]=[CH:11][CH:10]=3)[N:59]([CH2:38][C:35]3[CH:36]=[CH:37][O:33][CH:34]=3)[CH2:58][CH2:7]2)=[O:16])=[CH:22][C:21]([F:23])=[CH:20][N:19]=1, predict the reactants needed to synthesize it. The reactants are: COC(C1[C:14]2[C:9](=[CH:10][CH:11]=[CH:12][CH:13]=2)[N:8]([C:15]([C:17]2[C:18]([O:24][C:25]3[CH:30]=[C:29]([Cl:31])[CH:28]=[CH:27][C:26]=3[Cl:32])=[N:19][CH:20]=[C:21]([F:23])[CH:22]=2)=[O:16])[CH2:7]C1)=O.[O:33]1[CH:37]=[CH:36][C:35]([CH:38]=O)=[CH:34]1.C([Sn](Cl)(Cl)CCCC)CCC.C1([SiH3])C=CC=CC=1.[CH3:58][N:59](C=O)C. (2) Given the product [N:15]12[CH2:20][CH2:19][CH:18]([CH2:17][CH2:16]1)[C@@H:12]([O:11][C:10](=[O:14])[NH:9][CH2:1][CH2:2][C:3]1[CH:8]=[CH:7][CH:6]=[CH:5][CH:4]=1)[CH2:13]2, predict the reactants needed to synthesize it. The reactants are: [CH2:1]([NH:9][C:10](=[O:14])[O:11][CH2:12][CH3:13])[CH2:2][C:3]1[CH:8]=[CH:7][CH:6]=[CH:5][CH:4]=1.[N:15]12CC[CH:18]([CH2:19][CH2:20]1)[C@@H:17](O)[CH2:16]2.C[O-].[Na+]. (3) Given the product [CH3:45][N:23]1[CH2:22][CH2:21][C:20]2[C:25](=[CH:26][C:17]([CH2:16][CH2:15][C:12]3[N:13]=[N:14][C:9]([O:35][CH2:33][C:31](=[CH2:30])/[CH:36]=[CH:37]\[CH:60]=[CH:59]/[CH3:63])=[CH:10][CH:11]=3)=[CH:18][CH:19]=2)[CH2:24]1, predict the reactants needed to synthesize it. The reactants are: C(O[C:9]1[N:14]=[N:13][C:12]([CH2:15][CH2:16][C:17]2[CH:26]=[C:25]3[C:20]([CH2:21][CH2:22][NH:23][CH2:24]3)=[CH:19][CH:18]=2)=[CH:11][CH:10]=1)C1C=CC=CC=1.C=O.C([O-])(=O)[CH2:30][C:31]([CH2:36][C:37]([O-])=O)([C:33]([O-:35])=O)O.[Na+].[Na+].[Na+].[C:45](O[BH-](OC(=O)C)OC(=O)C)(=O)C.[Na+].[CH2:59]1[CH2:63]OC[CH2:60]1.